From a dataset of Full USPTO retrosynthesis dataset with 1.9M reactions from patents (1976-2016). Predict the reactants needed to synthesize the given product. (1) Given the product [CH3:20][O:19][C:15]1[N:14]=[CH:13][C:12]([N:7]2[CH2:8][CH2:9][C:10]3[N:26]=[CH:25][N:27]=[C:3]([OH:4])[C:5]=3[CH2:6]2)=[CH:17][C:16]=1[CH3:18], predict the reactants needed to synthesize it. The reactants are: CO[C:3]([CH:5]1[C:10](=O)[CH2:9][CH2:8][N:7]([C:12]2[CH:13]=[N:14][C:15]([O:19][CH3:20])=[C:16]([CH3:18])[CH:17]=2)[CH2:6]1)=[O:4].C(O)(=O)C.[CH:25]([NH2:27])=[NH:26].C[O-].[Na+].C(O)(=O)C. (2) Given the product [CH3:1][O:2][CH2:3][CH2:4][O:5][C:6]1[CH:11]=[CH:10][C:9](/[CH:12]=[CH:13]/[C:14]([OH:16])=[O:15])=[C:8]([O:19][C:20]2[CH:25]=[C:24]([C:26]([F:27])([F:28])[F:29])[CH:23]=[CH:22][C:21]=2[N+:30]([O-:32])=[O:31])[CH:7]=1, predict the reactants needed to synthesize it. The reactants are: [CH3:1][O:2][CH2:3][CH2:4][O:5][C:6]1[CH:11]=[CH:10][C:9](/[CH:12]=[CH:13]/[C:14]([O:16]CC)=[O:15])=[C:8]([O:19][C:20]2[CH:25]=[C:24]([C:26]([F:29])([F:28])[F:27])[CH:23]=[CH:22][C:21]=2[N+:30]([O-:32])=[O:31])[CH:7]=1.[OH-].[Na+]. (3) Given the product [CH2:32]([NH:34][C:27]([C:24]1[C:23]([F:30])=[CH:22][C:21]([O:20][C:7]2[C:5]3[CH2:6][C:2]([CH3:1])([CH3:31])[O:3][C:4]=3[CH:10]=[C:9]([C:11](=[O:19])[NH:12][C:13]3[CH:17]=[CH:16][N:15]([CH3:18])[N:14]=3)[CH:8]=2)=[CH:26][N:25]=1)=[O:29])[CH3:33], predict the reactants needed to synthesize it. The reactants are: [CH3:1][C:2]1([CH3:31])[CH2:6][C:5]2[C:7]([O:20][C:21]3[CH:22]=[C:23]([F:30])[C:24]([C:27]([OH:29])=O)=[N:25][CH:26]=3)=[CH:8][C:9]([C:11](=[O:19])[NH:12][C:13]3[CH:17]=[CH:16][N:15]([CH3:18])[N:14]=3)=[CH:10][C:4]=2[O:3]1.[CH2:32]([NH2:34])[CH3:33]. (4) Given the product [C:1]([O:5][C:6](=[O:40])[NH:7][CH:8]1[CH2:13][CH2:12][CH:11]([NH:14][C:15](=[O:39])[C:16]2[CH:21]=[C:20]([O:22][C:49]3[C:42]([F:41])=[CH:43][C:44]([C:45]#[N:46])=[CH:47][C:48]=3[F:51])[CH:19]=[C:18]([O:23][C:24]3[CH:25]=[CH:26][C:27]([CH2:30][NH:31][C:32]([O:34][C:35]([CH3:38])([CH3:37])[CH3:36])=[O:33])=[CH:28][CH:29]=3)[CH:17]=2)[CH2:10][CH2:9]1)([CH3:4])([CH3:2])[CH3:3], predict the reactants needed to synthesize it. The reactants are: [C:1]([O:5][C:6](=[O:40])[NH:7][CH:8]1[CH2:13][CH2:12][CH:11]([NH:14][C:15](=[O:39])[C:16]2[CH:21]=[C:20]([OH:22])[CH:19]=[C:18]([O:23][C:24]3[CH:29]=[CH:28][C:27]([CH2:30][NH:31][C:32]([O:34][C:35]([CH3:38])([CH3:37])[CH3:36])=[O:33])=[CH:26][CH:25]=3)[CH:17]=2)[CH2:10][CH2:9]1)([CH3:4])([CH3:3])[CH3:2].[F:41][C:42]1[CH:43]=[C:44]([CH:47]=[C:48]([F:51])[C:49]=1F)[C:45]#[N:46]. (5) Given the product [CH3:1][N:2]([CH3:23])[CH:3]1[CH2:7][CH2:6][N:5]([C:8]2[CH:9]=[CH:10][C:11]([NH:14][C:15]([CH:17]3[CH2:22][CH2:21][N:20]([C:25]4[CH:32]=[CH:31][C:30]([Cl:33])=[CH:29][C:26]=4[C:27]#[N:28])[CH2:19][CH2:18]3)=[O:16])=[CH:12][CH:13]=2)[CH2:4]1, predict the reactants needed to synthesize it. The reactants are: [CH3:1][N:2]([CH3:23])[CH:3]1[CH2:7][CH2:6][N:5]([C:8]2[CH:13]=[CH:12][C:11]([NH:14][C:15]([CH:17]3[CH2:22][CH2:21][NH:20][CH2:19][CH2:18]3)=[O:16])=[CH:10][CH:9]=2)[CH2:4]1.Cl[C:25]1[CH:32]=[CH:31][C:30]([Cl:33])=[CH:29][C:26]=1[C:27]#[N:28]. (6) The reactants are: [CH3:1][C:2]1([CH3:11])[C@H:7]2[NH:8][CH2:9][C@H:4]([O:5][C:6]2=[O:10])[CH2:3]1.CN(C)C=O.C(N(CC)CC)C.[CH2:24]([O:31][C:32]1[CH:37]=[CH:36][C:35]([S:38](Cl)(=[O:40])=[O:39])=[CH:34][CH:33]=1)[C:25]1[CH:30]=[CH:29][CH:28]=[CH:27][CH:26]=1. Given the product [CH2:24]([O:31][C:32]1[CH:37]=[CH:36][C:35]([S:38]([N:8]2[CH2:9][C@H:4]3[CH2:3][C:2]([CH3:11])([CH3:1])[C@@H:7]2[C:6](=[O:10])[O:5]3)(=[O:40])=[O:39])=[CH:34][CH:33]=1)[C:25]1[CH:26]=[CH:27][CH:28]=[CH:29][CH:30]=1, predict the reactants needed to synthesize it.